Predict the reactants needed to synthesize the given product. From a dataset of Full USPTO retrosynthesis dataset with 1.9M reactions from patents (1976-2016). (1) Given the product [Cl:16][C:17]1[CH:25]=[CH:24][CH:23]=[CH:22][C:18]=1[C:19]1[N:6]=[C:4]([N:26]2[CH2:31][CH2:30][S:29][CH2:28][CH2:27]2)[C:3]2[C:2](=[CH:10][CH:9]=[C:8]([O:11][C:12]([F:15])([F:14])[F:13])[CH:7]=2)[N:1]=1, predict the reactants needed to synthesize it. The reactants are: [NH2:1][C:2]1[CH:10]=[CH:9][C:8]([O:11][C:12]([F:15])([F:14])[F:13])=[CH:7][C:3]=1[C:4]([NH2:6])=O.[Cl:16][C:17]1[CH:25]=[CH:24][CH:23]=[CH:22][C:18]=1[C:19](Cl)=O.[NH:26]1[CH2:31][CH2:30][S:29][CH2:28][CH2:27]1. (2) Given the product [CH2:3]([O:5][C:6]([C:8]1([CH2:13][O:14][CH3:16])[CH2:12][CH2:11][CH2:10][CH2:9]1)=[O:7])[CH3:4], predict the reactants needed to synthesize it. The reactants are: [H-].[Na+].[CH2:3]([O:5][C:6]([C:8]1([CH2:13][OH:14])[CH2:12][CH2:11][CH2:10][CH2:9]1)=[O:7])[CH3:4].I[CH3:16]. (3) Given the product [NH2:23][C:20]1[N:21]=[CH:22][C:17]2[CH2:16][N:15]([C:14]3[C:9](=[O:8])[NH:10][CH:11]=[CH:12][CH:13]=3)[CH2:25][CH2:24][C:18]=2[N:19]=1, predict the reactants needed to synthesize it. The reactants are: COC1C=CC(C[O:8][C:9]2[C:14]([N:15]3[CH2:25][CH2:24][C:18]4[N:19]=[C:20]([NH2:23])[N:21]=[CH:22][C:17]=4[CH2:16]3)=[CH:13][CH:12]=[CH:11][N:10]=2)=CC=1.FC(F)(F)C(O)=O. (4) Given the product [CH3:32][C:30]1[CH:31]=[C:26]([NH:25][C:23](=[O:24])[NH:22][CH2:21][CH2:20][N:17]2[CH2:18][CH2:19][CH:14]([N:11]([CH2:12][CH3:13])[S:8]([C:6]3[CH:7]=[CH:2][CH:3]=[CH:4][C:5]=3[O:34][CH3:35])(=[O:10])=[O:9])[CH2:15][CH2:16]2)[CH:27]=[C:28]([CH3:33])[N:29]=1, predict the reactants needed to synthesize it. The reactants are: Br[C:2]1[CH:3]=[CH:4][C:5]([O:34][CH3:35])=[C:6]([S:8]([N:11]([CH:14]2[CH2:19][CH2:18][N:17]([CH2:20][CH2:21][NH:22][C:23]([NH:25][C:26]3[CH:31]=[C:30]([CH3:32])[N:29]=[C:28]([CH3:33])[CH:27]=3)=[O:24])[CH2:16][CH2:15]2)[CH2:12][CH3:13])(=[O:10])=[O:9])[CH:7]=1.